This data is from Reaction yield outcomes from USPTO patents with 853,638 reactions. The task is: Predict the reaction yield, written as a fraction of the theoretical maximum amount of product (1.0 means a 100% yield; for example, 0.34 means a 34% yield). The reactants are [C:1]1([S:7][CH2:8][F:9])[CH:6]=[CH:5][CH:4]=[CH:3][CH:2]=1.CO.C1C(=O)N(Br)C(=[O:15])C1. The catalyst is O. The product is [C:1]1([S:7]([CH2:8][F:9])=[O:15])[CH:6]=[CH:5][CH:4]=[CH:3][CH:2]=1. The yield is 0.896.